Dataset: Peptide-MHC class I binding affinity with 185,985 pairs from IEDB/IMGT. Task: Regression. Given a peptide amino acid sequence and an MHC pseudo amino acid sequence, predict their binding affinity value. This is MHC class I binding data. (1) The peptide sequence is DLNRMPTDM. The MHC is HLA-A68:02 with pseudo-sequence HLA-A68:02. The binding affinity (normalized) is 0. (2) The peptide sequence is RKAGVNQAK. The MHC is HLA-B15:01 with pseudo-sequence HLA-B15:01. The binding affinity (normalized) is 0.0847. (3) The peptide sequence is VSHCRATEY. The MHC is HLA-A69:01 with pseudo-sequence HLA-A69:01. The binding affinity (normalized) is 0.0847. (4) The peptide sequence is MEIYIWDHD. The MHC is HLA-A03:01 with pseudo-sequence HLA-A03:01. The binding affinity (normalized) is 0.0847. (5) The peptide sequence is NLNQVIQSV. The MHC is HLA-A02:02 with pseudo-sequence HLA-A02:02. The binding affinity (normalized) is 0.896. (6) The peptide sequence is YLRKHIRAL. The MHC is HLA-B51:01 with pseudo-sequence HLA-B51:01. The binding affinity (normalized) is 0.0847. (7) The peptide sequence is AFYTTGEII. The MHC is H-2-Db with pseudo-sequence H-2-Db. The binding affinity (normalized) is 0. (8) The peptide sequence is QIHLAIMAV. The MHC is HLA-A68:02 with pseudo-sequence HLA-A68:02. The binding affinity (normalized) is 0.477. (9) The peptide sequence is MLRTRVGTK. The MHC is HLA-B08:01 with pseudo-sequence HLA-B08:01. The binding affinity (normalized) is 0.352. (10) The peptide sequence is RQQELLRLTV. The MHC is Mamu-B08 with pseudo-sequence Mamu-B08. The binding affinity (normalized) is 0.942.